Dataset: Forward reaction prediction with 1.9M reactions from USPTO patents (1976-2016). Task: Predict the product of the given reaction. (1) Given the reactants CC(C1C=C(C(C)C)C(C2C=CC=CC=2P(C2CCCCC2)C2CCCCC2)=C(C(C)C)C=1)C.[Si:35]([O:42][N:43]=[C:44]1[C:52]2[C:47](=[CH:48][C:49](Br)=[CH:50][CH:51]=2)[CH2:46][CH2:45]1)([C:38]([CH3:41])([CH3:40])[CH3:39])([CH3:37])[CH3:36].[NH2:54][C:55]1[C:63]2[C:58](=[CH:59][N:60]=[CH:61][CH:62]=2)[S:57][C:56]=1[C:64]([O:66][CH:67]([CH3:69])[CH3:68])=[O:65].CC([O-])(C)C.[Na+], predict the reaction product. The product is: [Si:35]([O:42][N:43]=[C:44]1[C:52]2[C:47](=[CH:48][C:49]([NH:54][C:55]3[C:63]4[C:58](=[CH:59][N:60]=[CH:61][CH:62]=4)[S:57][C:56]=3[C:64]([O:66][CH:67]([CH3:69])[CH3:68])=[O:65])=[CH:50][CH:51]=2)[CH2:46][CH2:45]1)([C:38]([CH3:41])([CH3:40])[CH3:39])([CH3:37])[CH3:36]. (2) The product is: [O:1]1[C:6]2[CH:7]=[CH:8][C:9]([S:11][C:12]3[CH:17]=[CH:16][C:15](/[CH:18]=[CH:19]/[C:20]([N:22]4[CH2:27][CH2:26][CH2:25][CH2:24][CH:23]4[C:28]([OH:30])=[O:29])=[O:21])=[CH:14][C:13]=3[N+:33]([O-:35])=[O:34])=[CH:10][C:5]=2[O:4][CH2:3][CH2:2]1. Given the reactants [O:1]1[C:6]2[CH:7]=[CH:8][C:9]([S:11][C:12]3[CH:17]=[CH:16][C:15](/[CH:18]=[CH:19]/[C:20]([N:22]4[CH2:27][CH2:26][CH2:25][CH2:24][CH:23]4[C:28]([O:30]CC)=[O:29])=[O:21])=[CH:14][C:13]=3[N+:33]([O-:35])=[O:34])=[CH:10][C:5]=2[O:4][CH2:3][CH2:2]1.[OH-].[Na+].CCO.[OH-].[Na+], predict the reaction product.